The task is: Predict the reaction yield, written as a fraction of the theoretical maximum amount of product (1.0 means a 100% yield; for example, 0.34 means a 34% yield).. This data is from Reaction yield outcomes from USPTO patents with 853,638 reactions. (1) The reactants are [CH3:1][C:2]1([CH3:32])[O:6][C@H:5]2[C@H:7]([N:12]3[CH:20]=[N:19][C:18]4[C:13]3=[N:14][CH:15]=[N:16][C:17]=4[C:21]3[CH:26]=[CH:25][CH:24]=[C:23]([N:27]4[CH:31]=[CH:30][CH:29]=[N:28]4)[CH:22]=3)[O:8][C@H:9]([CH2:10][OH:11])[C@H:4]2[O:3]1.Cl[S:34]([NH2:37])(=[O:36])=[O:35]. No catalyst specified. The product is [S:34](=[O:36])(=[O:35])([O:11][CH2:10][C@@H:9]1[C@@H:4]2[C@@H:5]([O:6][C:2]([CH3:32])([CH3:1])[O:3]2)[C@H:7]([N:12]2[CH:20]=[N:19][C:18]3[C:13]2=[N:14][CH:15]=[N:16][C:17]=3[C:21]2[CH:26]=[CH:25][CH:24]=[C:23]([N:27]3[CH:31]=[CH:30][CH:29]=[N:28]3)[CH:22]=2)[O:8]1)[NH2:37]. The yield is 0.880. (2) The reactants are [CH3:1][O:2][C:3]([C:5]1[CH:10]=[N:9][C:8](Br)=[C:7]([C:12]2[CH:17]=[CH:16][C:15]([Cl:18])=[CH:14][CH:13]=2)[N:6]=1)=[O:4].C(=O)([O-])[O-].[Cs+].[Cs+].[F:25][C:26]([F:31])([F:30])[C@@H:27]([OH:29])[CH3:28]. The catalyst is CS(C)=O. The product is [CH3:1][O:2][C:3]([C:5]1[CH:10]=[N:9][C:8]([O:29][C@@H:27]([CH3:28])[C:26]([F:31])([F:30])[F:25])=[C:7]([C:12]2[CH:17]=[CH:16][C:15]([Cl:18])=[CH:14][CH:13]=2)[N:6]=1)=[O:4]. The yield is 0.950.